This data is from Full USPTO retrosynthesis dataset with 1.9M reactions from patents (1976-2016). The task is: Predict the reactants needed to synthesize the given product. Given the product [Cl:11][C:9]1[S:10][C:5]2[S:4](=[O:13])(=[O:12])[N:3]=[C:2]([NH:22][C:15]([CH3:21])([CH3:14])[CH2:16][C:17]([CH3:20])([CH3:19])[CH3:18])[NH:7][C:6]=2[CH:8]=1, predict the reactants needed to synthesize it. The reactants are: Cl[C:2]1[NH:7][C:6]2[CH:8]=[C:9]([Cl:11])[S:10][C:5]=2[S:4](=[O:13])(=[O:12])[N:3]=1.[CH3:14][C:15]([NH2:22])([CH3:21])[CH2:16][C:17]([CH3:20])([CH3:19])[CH3:18].Cl.